Dataset: Forward reaction prediction with 1.9M reactions from USPTO patents (1976-2016). Task: Predict the product of the given reaction. (1) Given the reactants [CH3:1][S:2]([C:5]1[CH:10]=[CH:9][C:8]([NH:11][C:12]2[C:17]([N+:18]([O-:20])=[O:19])=[C:16]([O:21][CH:22]3[CH2:27][CH2:26][NH:25][CH2:24][CH2:23]3)[N:15]=[CH:14][N:13]=2)=[CH:7][CH:6]=1)(=[O:4])=[O:3].[N:28]1[CH:33]=[CH:32][CH:31]=[CH:30][C:29]=1[C:34](Cl)=[O:35].N1C=CC=CC=1C(O)=O.O=S(Cl)Cl, predict the reaction product. The product is: [CH3:1][S:2]([C:5]1[CH:10]=[CH:9][C:8]([NH:11][C:12]2[N:13]=[CH:14][N:15]=[C:16]([O:21][CH:22]3[CH2:27][CH2:26][N:25]([C:34]([C:29]4[CH:30]=[CH:31][CH:32]=[CH:33][N:28]=4)=[O:35])[CH2:24][CH2:23]3)[C:17]=2[N+:18]([O-:20])=[O:19])=[CH:7][CH:6]=1)(=[O:4])=[O:3]. (2) Given the reactants CC1(C)OC2C=CC([C@H]3OC(=O)[N:14](CCC4C=CC(OCCOCC5C=CC=C(S(C(C)C)=O)C=5)=CC=4)C3)=CC=2C[O:3]1.[CH3:43][C:44]1(C)[O:49][C:48]2[CH:50]=[CH:51][C:52]([C@@H:54]([OH:81])[CH2:55][NH:56][CH2:57][CH2:58][C:59]3[CH:64]=[CH:63][C:62]([O:65][CH2:66][CH2:67][O:68][CH2:69][C:70]4[CH:75]=[CH:74][CH:73]=[C:72]([S:76]([CH:78]([CH3:80])[CH3:79])=[O:77])[CH:71]=4)=[CH:61][CH:60]=3)=[CH:53][C:47]=2[CH2:46][O:45]1.C[Si](C)(C)[O-].[K+], predict the reaction product. The product is: [NH3:14].[C:44]([O:49][C:48]1[CH:50]=[CH:51][C:52]([C@@H:54]([OH:81])[CH2:55][NH:56][CH2:57][CH2:58][C:59]2[CH:64]=[CH:63][C:62]([O:65][CH2:66][CH2:67][O:68][CH2:69][C:70]3[CH:75]=[CH:74][CH:73]=[C:72]([S:76]([CH:78]([CH3:80])[CH3:79])=[O:77])[CH:71]=3)=[CH:61][CH:60]=2)=[CH:53][C:47]=1[CH2:46][OH:3])(=[O:45])[CH3:43].